Task: Predict the reaction yield, written as a fraction of the theoretical maximum amount of product (1.0 means a 100% yield; for example, 0.34 means a 34% yield).. Dataset: Reaction yield outcomes from USPTO patents with 853,638 reactions (1) The reactants are [F:1][C:2]1[C:7]2[C:8]([C:18](=[O:21])[NH:19][CH3:20])=[C:9]([C:11]3[CH:16]=[CH:15][C:14]([F:17])=[CH:13][CH:12]=3)[O:10][C:6]=2[CH:5]=[C:4]([CH2:22][O:23][CH3:24])[C:3]=1[C:25]1[CH:26]=[C:27]([CH:31]=[CH:32][CH:33]=1)[C:28]([OH:30])=O.C(N(C(C)C)C(C)C)C.Cl.[C:44]12([NH2:49])[CH2:48][CH:46]([CH2:47]1)[CH2:45]2.CN(C(ON1N=NC2C=CC=NC1=2)=[N+](C)C)C.F[P-](F)(F)(F)(F)F. The catalyst is CN(C=O)C. The product is [C:44]12([NH:49][C:28]([C:27]3[CH:26]=[C:25]([C:3]4[C:4]([CH2:22][O:23][CH3:24])=[CH:5][C:6]5[O:10][C:9]([C:11]6[CH:12]=[CH:13][C:14]([F:17])=[CH:15][CH:16]=6)=[C:8]([C:18]([NH:19][CH3:20])=[O:21])[C:7]=5[C:2]=4[F:1])[CH:33]=[CH:32][CH:31]=3)=[O:30])[CH2:48][CH:46]([CH2:47]1)[CH2:45]2. The yield is 0.594. (2) The reactants are C1(P(C2C=CC=CC=2)C2C=CC=CC=2)C=CC=CC=1.[C:20]([Br:24])(Br)(Br)Br.[I:25][C:26]1[C:27](CO)=[CH:28][C:29]2[C:34]([CH:35]=1)=[CH:33][CH:32]=[CH:31][CH:30]=2. The catalyst is C(Cl)Cl. The product is [Br:24][CH2:20][C:27]1[C:26]([I:25])=[CH:35][C:34]2[C:29](=[CH:30][CH:31]=[CH:32][CH:33]=2)[CH:28]=1. The yield is 0.910. (3) The reactants are Br[C:2]([Br:5])([CH3:4])C.[C:6]1(=[O:16])[NH:10][C:9](=[O:11])[C:8]2=[CH:12][CH:13]=[CH:14][CH:15]=[C:7]12.[K].[CH3:18]N(C=O)C. No catalyst specified. The product is [Br:5][CH2:2][CH2:4][CH2:18][N:10]1[C:6](=[O:16])[C:7]2[C:8](=[CH:12][CH:13]=[CH:14][CH:15]=2)[C:9]1=[O:11]. The yield is 0.490. (4) The reactants are [CH3:1][C:2]1[CH:3]=[C:4]([N:9]2[C:13](=[O:14])/[C:12](=[N:15]\[NH:16][C:17]3[C:18]([OH:32])=[C:19]([C:23]4[CH:28]=[CH:27][CH:26]=[C:25]([C:29]([OH:31])=[O:30])[CH:24]=4)[CH:20]=[CH:21][CH:22]=3)/[C:11]([CH3:33])=[N:10]2)[CH:5]=[CH:6][C:7]=1[CH3:8].[CH2:34]([CH2:36][NH2:37])[OH:35]. The catalyst is C(O)C. The product is [CH2:13]([CH2:12][NH2:15])[OH:14].[CH2:34]([CH2:36][NH2:37])[OH:35].[CH3:1][C:2]1[CH:3]=[C:4]([N:9]2[C:13](=[O:14])/[C:12](=[N:15]\[NH:16][C:17]3[C:18]([OH:32])=[C:19]([C:23]4[CH:28]=[CH:27][CH:26]=[C:25]([C:29]([OH:31])=[O:30])[CH:24]=4)[CH:20]=[CH:21][CH:22]=3)/[C:11]([CH3:33])=[N:10]2)[CH:5]=[CH:6][C:7]=1[CH3:8]. The yield is 0.960. (5) The yield is 0.405. The catalyst is C(O)C. The product is [C:11]([O:15][C:16]([N:18]1[CH2:19][CH2:20][CH:21]([C:24]2[CH:25]=[C:26]([OH:27])[N:10]=[C:8]([N:2]3[CH2:7][CH2:6][O:5][CH2:4][CH2:3]3)[N:9]=2)[CH2:22][CH2:23]1)=[O:17])([CH3:14])([CH3:13])[CH3:12]. The reactants are Br.[N:2]1([C:8]([NH2:10])=[NH:9])[CH2:7][CH2:6][O:5][CH2:4][CH2:3]1.[C:11]([O:15][C:16]([N:18]1[CH2:23][CH2:22][CH:21]([C:24](=O)[CH2:25][C:26](OCC)=[O:27])[CH2:20][CH2:19]1)=[O:17])([CH3:14])([CH3:13])[CH3:12].[N+](=C1CCCCCCCCCC1C1CCCCCCCCCC1)=[N-]. (6) The reactants are [O:1]([C:3]#[N:4])[K].[N:5]1([CH:10]([C:14]2[CH:19]=[CH:18][C:17]([NH2:20])=[CH:16][CH:15]=2)[CH:11]([CH3:13])[CH3:12])[CH:9]=[CH:8][N:7]=[CH:6]1.[OH-].[Na+]. The catalyst is O.C(O)(=O)C. The product is [N:5]1([CH:10]([C:14]2[CH:15]=[CH:16][C:17]([NH:20][C:3]([NH2:4])=[O:1])=[CH:18][CH:19]=2)[CH:11]([CH3:13])[CH3:12])[CH:9]=[CH:8][N:7]=[CH:6]1. The yield is 0.514.